From a dataset of Forward reaction prediction with 1.9M reactions from USPTO patents (1976-2016). Predict the product of the given reaction. (1) Given the reactants C([O:8][C:9]1[CH:17]=[C:16]2[C:12]([CH:13]=[C:14]([C:18]([NH:20][CH:21]3[CH2:26][CH2:25][CH2:24][CH2:23][CH2:22]3)=[O:19])[NH:15]2)=[C:11]([CH3:27])[CH:10]=1)C1C=CC=CC=1, predict the reaction product. The product is: [CH:21]1([NH:20][C:18]([C:14]2[NH:15][C:16]3[C:12]([CH:13]=2)=[C:11]([CH3:27])[CH:10]=[C:9]([OH:8])[CH:17]=3)=[O:19])[CH2:22][CH2:23][CH2:24][CH2:25][CH2:26]1. (2) Given the reactants [H-].[Na+].[Cl:3][C:4]1[CH:5]=[C:6]2[C:11](=[C:12]([CH3:14])[CH:13]=1)[N:10]=[CH:9][CH:8]=[C:7]2[OH:15].Br[C@H:17]([C:35]1[CH:40]=[CH:39][C:38]([Cl:41])=[CH:37][CH:36]=1)[C@@H:18]([C:22]1[CH:34]=[CH:33][C:25]([C:26]([O:28][C:29]([CH3:32])([CH3:31])[CH3:30])=[O:27])=[CH:24][CH:23]=1)[CH2:19][CH2:20][CH3:21], predict the reaction product. The product is: [Cl:3][C:4]1[CH:5]=[C:6]2[C:11](=[C:12]([CH3:14])[CH:13]=1)[N:10]=[CH:9][CH:8]=[C:7]2[O:15][C@@H:17]([C:35]1[CH:36]=[CH:37][C:38]([Cl:41])=[CH:39][CH:40]=1)[C@@H:18]([C:22]1[CH:34]=[CH:33][C:25]([C:26]([O:28][C:29]([CH3:31])([CH3:32])[CH3:30])=[O:27])=[CH:24][CH:23]=1)[CH2:19][CH2:20][CH3:21]. (3) The product is: [N:21]1[CH:22]=[CH:23][CH:24]=[CH:25][C:20]=1[CH2:19][N:16]1[CH2:15][CH2:14][N:13]([C:11]2[CH:10]=[CH:9][N:8]=[C:7]([C@H:5]([OH:4])[CH3:6])[N:12]=2)[CH2:18][CH2:17]1. Given the reactants C([O:4][C@@H:5]([C:7]1[N:12]=[C:11]([N:13]2[CH2:18][CH2:17][N:16]([CH2:19][C:20]3[CH:25]=[CH:24][CH:23]=[CH:22][N:21]=3)[CH2:15][CH2:14]2)[CH:10]=[CH:9][N:8]=1)[CH3:6])(=O)C.[OH-].[K+], predict the reaction product. (4) The product is: [C:23]([C:13]1([NH:1][C:2]2[CH:3]=[CH:4][C:5]([CH2:8][CH2:9][CH2:10][C:11]#[N:12])=[CH:6][CH:7]=2)[CH2:17][CH2:16][CH2:15][CH2:14]1)#[N:24]. Given the reactants [NH2:1][C:2]1[CH:7]=[CH:6][C:5]([CH2:8][CH2:9][CH2:10][C:11]#[N:12])=[CH:4][CH:3]=1.[C:13]1(=O)[CH2:17][CH2:16][CH2:15][CH2:14]1.[Si]([C:23]#[N:24])(C)(C)C, predict the reaction product. (5) Given the reactants [Mg].Br[C:3]1[CH:8]=[CH:7][C:6]([Cl:9])=[C:5]([Cl:10])[CH:4]=1.[CH3:11][O:12][C:13]1[CH:22]=[CH:21][C:16]([O:17][CH2:18][C:19]#N)=[CH:15][CH:14]=1.Cl.C([O:26]CC)C, predict the reaction product. The product is: [Cl:10][C:5]1[CH:4]=[C:3]([C:19](=[O:26])[CH2:18][O:17][C:16]2[CH:21]=[CH:22][C:13]([O:12][CH3:11])=[CH:14][CH:15]=2)[CH:8]=[CH:7][C:6]=1[Cl:9].